The task is: Binary Classification. Given a miRNA mature sequence and a target amino acid sequence, predict their likelihood of interaction.. This data is from Experimentally validated miRNA-target interactions with 360,000+ pairs, plus equal number of negative samples. The protein sequence of the target gene is MTLRLLVAALCAGILAEAPRVRAQHRERVTCTRLYAADIVFLLDGSSSIGRSNFREVRSFLEGLVLPFSGAASAQGVRFATVQYSDDPRTEFGLDALGSGGDVIRAIRELSYKGGNTRTGAAILHVADHVFLPQLARPGVPKVCILITDGKSQDLVDTAAQRLKGQGVKLFAVGIKNADPEELKRVASQPTSDFFFFVNDFSILRTLLPLVSRRVCTTAGGVPVTRPPDDSTSAPRDLVLSEPSSQSLRVQWTAASGPVTGYKVQYTPLTGLGQPLPSERQEVNVPAGETSVRLRGLRPL.... The miRNA is hsa-miR-520f-3p with sequence AAGUGCUUCCUUUUAGAGGGUU. Result: 0 (no interaction).